This data is from Forward reaction prediction with 1.9M reactions from USPTO patents (1976-2016). The task is: Predict the product of the given reaction. Given the reactants [Li+].CC([N-]C(C)C)C.[Cl:9][C:10]1[CH:11]=[C:12]([F:18])[C:13]([C:16]#[N:17])=[N:14][CH:15]=1.[I:19]I, predict the reaction product. The product is: [Cl:9][C:10]1[C:11]([I:19])=[C:12]([F:18])[C:13]([C:16]#[N:17])=[N:14][CH:15]=1.